This data is from Peptide-MHC class II binding affinity with 134,281 pairs from IEDB. The task is: Regression. Given a peptide amino acid sequence and an MHC pseudo amino acid sequence, predict their binding affinity value. This is MHC class II binding data. The peptide sequence is QKLIEDVNASFRAAM. The MHC is DRB3_0202 with pseudo-sequence DRB3_0202. The binding affinity (normalized) is 0.379.